From a dataset of Forward reaction prediction with 1.9M reactions from USPTO patents (1976-2016). Predict the product of the given reaction. (1) Given the reactants [H-].[Na+].[Cl:3][C:4]1[CH:5]=[C:6]([CH2:25][C:26]([O:28][CH2:29][CH3:30])=[O:27])[CH:7]=[C:8]([C:15]2[CH:20]=[CH:19][C:18]([C:21]([F:24])([F:23])[F:22])=[CH:17][CH:16]=2)[C:9]=1[O:10][CH2:11][CH:12]1[CH2:14][CH2:13]1.[F:31][C:32]([F:36])([F:35])[CH2:33]I.Cl, predict the reaction product. The product is: [Cl:3][C:4]1[CH:5]=[C:6]([CH:25]([CH2:33][C:32]([F:36])([F:35])[F:31])[C:26]([O:28][CH2:29][CH3:30])=[O:27])[CH:7]=[C:8]([C:15]2[CH:16]=[CH:17][C:18]([C:21]([F:24])([F:22])[F:23])=[CH:19][CH:20]=2)[C:9]=1[O:10][CH2:11][CH:12]1[CH2:13][CH2:14]1. (2) Given the reactants [CH:1]1([Mg]Br)[CH2:3][CH2:2]1.CON(C)[C:9]([CH:11]1[CH2:16][CH2:15][N:14]([C:17]([O:19][C:20]([CH3:23])([CH3:22])[CH3:21])=[O:18])[CH2:13][CH2:12]1)=[O:10], predict the reaction product. The product is: [CH:1]1([C:9]([CH:11]2[CH2:16][CH2:15][N:14]([C:17]([O:19][C:20]([CH3:23])([CH3:22])[CH3:21])=[O:18])[CH2:13][CH2:12]2)=[O:10])[CH2:3][CH2:2]1. (3) The product is: [CH3:1][C:2]1[CH:7]=[CH:6][C:5]([N+:8]([O-:10])=[O:9])=[CH:4][C:3]=1[N:11]1[C:15](=[O:16])[CH2:14][CH:13]([C:17]([NH:20][CH:21]([C:36]2[CH:37]=[N:38][CH:39]=[CH:34][CH:35]=2)[CH2:27][C:28]([O:30][CH2:31][CH3:32])=[O:29])=[O:19])[CH2:12]1. Given the reactants [CH3:1][C:2]1[CH:7]=[CH:6][C:5]([N+:8]([O-:10])=[O:9])=[CH:4][C:3]=1[N:11]1[C:15](=[O:16])[CH2:14][CH:13]([C:17]([OH:19])=O)[CH2:12]1.[NH2:20][C:21]1([CH:27](C)[C:28]([O:30][CH2:31][CH3:32])=[O:29])C=CC=NC1.[CH:34]1[CH:39]=[N:38][C:37]2N(O)N=N[C:36]=2[CH:35]=1.CCN(C(C)C)C(C)C.CCN=C=NCCCN(C)C, predict the reaction product.